This data is from Full USPTO retrosynthesis dataset with 1.9M reactions from patents (1976-2016). The task is: Predict the reactants needed to synthesize the given product. (1) Given the product [CH3:1][C:2]1[CH:3]=[C:4]([N:9]([CH2:10][CH2:11][C:12]2[CH:13]=[CH:14][C:15]([F:18])=[CH:16][CH:17]=2)[C:23](=[O:22])[C@H:24]([OH:25])[C:26]2[CH:31]=[CH:30][CH:29]=[CH:28][CH:27]=2)[CH:5]=[CH:6][C:7]=1[CH3:8], predict the reactants needed to synthesize it. The reactants are: [CH3:1][C:2]1[CH:3]=[C:4]([NH:9][CH2:10][CH2:11][C:12]2[CH:17]=[CH:16][C:15]([F:18])=[CH:14][CH:13]=2)[CH:5]=[CH:6][C:7]=1[CH3:8].C([O:22][C:23](=O)[C@@H:24]([C:26]1[CH:31]=[CH:30][CH:29]=[CH:28][CH:27]=1)[OH:25])(=O)C. (2) Given the product [Cl:1][C:2]1[N:3]=[CH:4][C:5]2[N:11]([CH3:18])[C:10](=[O:12])[CH2:9][CH2:8][N:7]([CH:13]3[CH2:16][CH2:15][CH2:14]3)[C:6]=2[N:17]=1, predict the reactants needed to synthesize it. The reactants are: [Cl:1][C:2]1[N:3]=[CH:4][C:5]2[NH:11][C:10](=[O:12])[CH2:9][CH2:8][N:7]([CH:13]3[CH2:16][CH2:15][CH2:14]3)[C:6]=2[N:17]=1.[C:18](=O)([O-])[O-].[Cs+].[Cs+].IC.O. (3) Given the product [F:21][C:11]1[CH:12]=[N:13][C:14]2[CH:15]=[CH:16][C:17](=[O:20])[N:18]3[C@H:7]([CH2:6][N:22]4[CH2:23][CH2:24][CH:25]([NH:28][C:29](=[O:35])[O:30][C:31]([CH3:33])([CH3:32])[CH3:34])[CH2:26][CH2:27]4)[CH2:8][O:9][C:10]=1[C:19]=23, predict the reactants needed to synthesize it. The reactants are: CS(O[CH2:6][C@H:7]1[N:18]2[C:19]3[C:10](=[C:11]([F:21])[CH:12]=[N:13][C:14]=3[CH:15]=[CH:16][C:17]2=[O:20])[O:9][CH2:8]1)(=O)=O.[NH:22]1[CH2:27][CH2:26][CH:25]([NH:28][C:29](=[O:35])[O:30][C:31]([CH3:34])([CH3:33])[CH3:32])[CH2:24][CH2:23]1.